This data is from Full USPTO retrosynthesis dataset with 1.9M reactions from patents (1976-2016). The task is: Predict the reactants needed to synthesize the given product. (1) Given the product [C:1]([C:5]1[CH:6]=[CH:7][C:8]([CH3:11])=[C:9]([Cl:15])[CH:10]=1)([CH3:4])([CH3:3])[CH3:2], predict the reactants needed to synthesize it. The reactants are: [C:1]([C:5]1[CH:10]=[CH:9][C:8]([CH3:11])=[CH:7][CH:6]=1)([CH3:4])([CH3:3])[CH3:2].I([Cl:15])(=O)=O.I(Cl)(=O)=O.I(Cl)(=O)=O.I(Cl)(=O)=O.C([N+](C)(C)C)C1C=CC=CC=1. (2) The reactants are: [C:1]1([C:25]2[CH:30]=[CH:29][CH:28]=[CH:27][CH:26]=2)[CH:6]=[CH:5][C:4]([CH2:7][C@@H:8]([NH:17][C:18](=[O:24])[C:19]([O:21]CC)=O)[CH2:9][C@@H:10]([CH3:16])[C:11]([O:13][CH2:14][CH3:15])=[O:12])=[CH:3][CH:2]=1.O.[NH2:32][NH2:33]. Given the product [C:1]1([C:25]2[CH:26]=[CH:27][CH:28]=[CH:29][CH:30]=2)[CH:6]=[CH:5][C:4]([CH2:7][C@@H:8]([NH:17][C:18](=[O:24])[C:19]([NH:32][NH2:33])=[O:21])[CH2:9][C@@H:10]([CH3:16])[C:11]([O:13][CH2:14][CH3:15])=[O:12])=[CH:3][CH:2]=1, predict the reactants needed to synthesize it. (3) Given the product [CH3:1][C@H:2]1[CH2:7][N:6]([CH2:8][C:9]2[CH:14]=[CH:13][C:12]([O:15][CH2:24][CH2:25][CH2:26][CH2:27][CH2:28][S:29][C:30]3[C:39]4[C:34](=[CH:35][C:36]([C:40]([F:43])([F:41])[F:42])=[CH:37][CH:38]=4)[N:33]=[CH:32][CH:31]=3)=[CH:11][CH:10]=2)[CH2:5][C@@H:4]([CH3:16])[O:3]1, predict the reactants needed to synthesize it. The reactants are: [CH3:1][C@H:2]1[CH2:7][N:6]([CH2:8][C:9]2[CH:14]=[CH:13][C:12]([OH:15])=[CH:11][CH:10]=2)[CH2:5][C@@H:4]([CH3:16])[O:3]1.C([O-])([O-])=O.[Cs+].[Cs+].Br[CH2:24][CH2:25][CH2:26][CH2:27][CH2:28][S:29][C:30]1[C:39]2[C:34](=[CH:35][C:36]([C:40]([F:43])([F:42])[F:41])=[CH:37][CH:38]=2)[N:33]=[CH:32][CH:31]=1.